Dataset: NCI-60 drug combinations with 297,098 pairs across 59 cell lines. Task: Regression. Given two drug SMILES strings and cell line genomic features, predict the synergy score measuring deviation from expected non-interaction effect. (1) Drug 1: C1=NC(=NC(=O)N1C2C(C(C(O2)CO)O)O)N. Drug 2: C1=CC=C(C(=C1)C(C2=CC=C(C=C2)Cl)C(Cl)Cl)Cl. Cell line: COLO 205. Synergy scores: CSS=12.3, Synergy_ZIP=0.0896, Synergy_Bliss=1.64, Synergy_Loewe=-34.5, Synergy_HSA=1.32. (2) Drug 1: CCCS(=O)(=O)NC1=C(C(=C(C=C1)F)C(=O)C2=CNC3=C2C=C(C=N3)C4=CC=C(C=C4)Cl)F. Drug 2: C#CCC(CC1=CN=C2C(=N1)C(=NC(=N2)N)N)C3=CC=C(C=C3)C(=O)NC(CCC(=O)O)C(=O)O. Cell line: CCRF-CEM. Synergy scores: CSS=7.23, Synergy_ZIP=3.48, Synergy_Bliss=10.9, Synergy_Loewe=7.60, Synergy_HSA=8.39. (3) Cell line: TK-10. Synergy scores: CSS=4.86, Synergy_ZIP=-1.97, Synergy_Bliss=-1.62, Synergy_Loewe=-2.33, Synergy_HSA=-2.30. Drug 2: C1CN(P(=O)(OC1)NCCCl)CCCl. Drug 1: CCCCCOC(=O)NC1=NC(=O)N(C=C1F)C2C(C(C(O2)C)O)O. (4) Drug 1: CNC(=O)C1=NC=CC(=C1)OC2=CC=C(C=C2)NC(=O)NC3=CC(=C(C=C3)Cl)C(F)(F)F. Drug 2: CC12CCC3C(C1CCC2OP(=O)(O)O)CCC4=C3C=CC(=C4)OC(=O)N(CCCl)CCCl.[Na+]. Cell line: NCI-H226. Synergy scores: CSS=-0.108, Synergy_ZIP=13.9, Synergy_Bliss=13.2, Synergy_Loewe=3.03, Synergy_HSA=6.96. (5) Drug 1: C1=C(C(=O)NC(=O)N1)F. Drug 2: CCC(=C(C1=CC=CC=C1)C2=CC=C(C=C2)OCCN(C)C)C3=CC=CC=C3.C(C(=O)O)C(CC(=O)O)(C(=O)O)O. Cell line: EKVX. Synergy scores: CSS=25.3, Synergy_ZIP=-4.66, Synergy_Bliss=-3.09, Synergy_Loewe=-1.88, Synergy_HSA=-1.75. (6) Drug 1: CC(CN1CC(=O)NC(=O)C1)N2CC(=O)NC(=O)C2. Drug 2: C1C(C(OC1N2C=NC3=C2NC=NCC3O)CO)O. Cell line: SK-MEL-2. Synergy scores: CSS=33.0, Synergy_ZIP=-3.50, Synergy_Bliss=4.90, Synergy_Loewe=4.45, Synergy_HSA=5.39. (7) Drug 1: C1CC(C1)(C(=O)O)C(=O)O.[NH2-].[NH2-].[Pt+2]. Drug 2: CCC1(C2=C(COC1=O)C(=O)N3CC4=CC5=C(C=CC(=C5CN(C)C)O)N=C4C3=C2)O.Cl. Cell line: TK-10. Synergy scores: CSS=23.9, Synergy_ZIP=-5.62, Synergy_Bliss=1.31, Synergy_Loewe=-14.9, Synergy_HSA=4.07. (8) Synergy scores: CSS=22.3, Synergy_ZIP=6.65, Synergy_Bliss=5.42, Synergy_Loewe=-24.4, Synergy_HSA=4.66. Drug 1: CCC(=C(C1=CC=CC=C1)C2=CC=C(C=C2)OCCN(C)C)C3=CC=CC=C3.C(C(=O)O)C(CC(=O)O)(C(=O)O)O. Cell line: OVCAR-4. Drug 2: B(C(CC(C)C)NC(=O)C(CC1=CC=CC=C1)NC(=O)C2=NC=CN=C2)(O)O. (9) Drug 1: C1=NC2=C(N1)C(=S)N=CN2. Drug 2: CC1C(C(CC(O1)OC2CC(CC3=C2C(=C4C(=C3O)C(=O)C5=CC=CC=C5C4=O)O)(C(=O)C)O)N)O. Cell line: SF-268. Synergy scores: CSS=39.4, Synergy_ZIP=-2.07, Synergy_Bliss=-1.50, Synergy_Loewe=-18.1, Synergy_HSA=0.242.